The task is: Predict the reaction yield, written as a fraction of the theoretical maximum amount of product (1.0 means a 100% yield; for example, 0.34 means a 34% yield).. This data is from Reaction yield outcomes from USPTO patents with 853,638 reactions. (1) The reactants are C(NC(C)C)(C)C.[Li]CCCC.C([N:15]([CH2:26][CH3:27])[C:16](=[O:25])[C:17]1[CH:22]=[CH:21][CH:20]=[C:19]([CH3:23])[C:18]=1[CH3:24])C.[Br:28][C:29]1[CH:36]=[CH:35]C(C#N)=[CH:31][CH:30]=1. The catalyst is C1COCC1. The product is [Br:28][C:29]1[CH:36]=[CH:35][C:27]([C:26]2[NH:15][C:16](=[O:25])[C:17]3[C:18]([CH:24]=2)=[C:19]([CH3:23])[CH:20]=[CH:21][CH:22]=3)=[CH:31][CH:30]=1. The yield is 0.580. (2) The reactants are [Br:1][C:2]1[S:6][C:5]([C:7]([OH:9])=O)=[C:4]([C:10]2[CH:15]=[CH:14][C:13]([Cl:16])=[CH:12][C:11]=2[Cl:17])[C:3]=1[C:18]#[N:19].O.ON1C2C=CC=CC=2N=N1.Cl.CN(C)CCCN=C=NCC.C(N(CC)C(C)C)(C)C.[CH2:52]([NH2:59])[C:53]1[CH:58]=[CH:57][CH:56]=[CH:55][CH:54]=1. The catalyst is C(Cl)Cl. The product is [CH2:52]([NH:59][C:7]([C:5]1[S:6][C:2]([Br:1])=[C:3]([C:18]#[N:19])[C:4]=1[C:10]1[CH:15]=[CH:14][C:13]([Cl:16])=[CH:12][C:11]=1[Cl:17])=[O:9])[C:53]1[CH:58]=[CH:57][CH:56]=[CH:55][CH:54]=1. The yield is 0.740. (3) The reactants are [CH:1]1[C:15]2=[C:16]3[C:8]([C:9]4[C:14]2=[CH:13][CH:12]=[CH:11][CH:10]=4)=[CH:7][CH:6]=[CH:5][C:4]3=[C:3](B(O)O)[CH:2]=1.I[C:21]1[CH:22]=[C:23]([Br:27])[CH:24]=[CH:25][CH:26]=1.C(=O)([O-])[O-].[Na+].[Na+]. The catalyst is C1C=CC([P]([Pd]([P](C2C=CC=CC=2)(C2C=CC=CC=2)C2C=CC=CC=2)([P](C2C=CC=CC=2)(C2C=CC=CC=2)C2C=CC=CC=2)[P](C2C=CC=CC=2)(C2C=CC=CC=2)C2C=CC=CC=2)(C2C=CC=CC=2)C2C=CC=CC=2)=CC=1.C1(C)C=CC=CC=1. The product is [Br:27][C:23]1[CH:22]=[C:21]([C:5]2[CH:6]=[CH:7][C:8]3[C:9]4[C:14]([C:15]5[C:16]=3[C:4]=2[CH:3]=[CH:2][CH:1]=5)=[CH:13][CH:12]=[CH:11][CH:10]=4)[CH:26]=[CH:25][CH:24]=1. The yield is 0.700.